This data is from Full USPTO retrosynthesis dataset with 1.9M reactions from patents (1976-2016). The task is: Predict the reactants needed to synthesize the given product. Given the product [ClH:18].[CH:1]1([NH:4][C:5](=[O:6])[C@@H:7]([OH:11])[C@@H:8]([NH2:9])[CH2:15][CH2:16][CH3:17])[CH2:3][CH2:2]1, predict the reactants needed to synthesize it. The reactants are: [CH:1]1([NH:4][C:5]([C@H:7]2[O:11]C(C(C)C)=[N:9][C@H:8]2[CH2:15][CH2:16][CH3:17])=[O:6])[CH2:3][CH2:2]1.[ClH:18].